Predict which catalyst facilitates the given reaction. From a dataset of Catalyst prediction with 721,799 reactions and 888 catalyst types from USPTO. Reactant: [F:1][C@H:2]1[CH2:4][C@H:3]1[C:5]([NH:7][C:8]1[N:9]=[CH:10][C:11]2[C:16]([CH:17]=1)=[CH:15][CH:14]=[C:13]([C:18]1[CH:19]=[N:20][C:21]([C:25](O)(O)[C:26]([F:29])([F:28])[F:27])=[CH:22][C:23]=1[CH3:24])[CH:12]=2)=[O:6].[CH3:32][O:33][C:34]1[CH:41]=[CH:40][C:37]([CH2:38][NH2:39])=[CH:36][CH:35]=1.C(O)(=O)C. Product: [F:1][C@H:2]1[CH2:4][C@H:3]1[C:5]([NH:7][C:8]1[N:9]=[CH:10][C:11]2[C:16]([CH:17]=1)=[CH:15][CH:14]=[C:13]([C:18]1[CH:19]=[N:20][C:21](/[C:25](=[N:39]/[CH2:38][C:37]3[CH:40]=[CH:41][C:34]([O:33][CH3:32])=[CH:35][CH:36]=3)/[C:26]([F:27])([F:29])[F:28])=[CH:22][C:23]=1[CH3:24])[CH:12]=2)=[O:6]. The catalyst class is: 11.